Dataset: Forward reaction prediction with 1.9M reactions from USPTO patents (1976-2016). Task: Predict the product of the given reaction. Given the reactants [NH2:1][C:2]1[C:3](=[O:13])[N:4]([CH2:10][CH2:11][CH3:12])[C:5](=[O:9])[NH:6][C:7]=1[NH2:8].[Cl:14][C:15]1[CH:23]=[CH:22][C:18]([C:19](O)=[O:20])=[CH:17][N:16]=1.CCN=C=NCCCN(C)C.Cl, predict the reaction product. The product is: [NH2:8][C:7]1[NH:6][C:5](=[O:9])[N:4]([CH2:10][CH2:11][CH3:12])[C:3](=[O:13])[C:2]=1[NH:1][C:19](=[O:20])[C:18]1[CH:22]=[CH:23][C:15]([Cl:14])=[N:16][CH:17]=1.